Dataset: Catalyst prediction with 721,799 reactions and 888 catalyst types from USPTO. Task: Predict which catalyst facilitates the given reaction. Reactant: [C:1]([O:5][C:6]([NH:8][CH2:9][C:10]1[CH:31]=[CH:30][C:13]([C:14]([NH:16][CH2:17][C:18]2[CH:29]=[CH:28][C:21]([O:22][CH2:23][CH2:24][C:25](O)=[O:26])=[CH:20][CH:19]=2)=[O:15])=[CH:12][CH:11]=1)=[O:7])([CH3:4])([CH3:3])[CH3:2].C1C=CC2N(O)N=NC=2C=1.CCN=C=NCCCN(C)C.[CH3:53][C:54]1([CH3:62])[O:61][C@@H:57]2[CH2:58][NH:59][CH2:60][C@H:56]2[O:55]1.CCN(C(C)C)C(C)C. Product: [CH3:53][C:54]1([CH3:62])[O:61][C@@H:57]2[CH2:58][N:59]([C:25](=[O:26])[CH2:24][CH2:23][O:22][C:21]3[CH:28]=[CH:29][C:18]([CH2:17][NH:16][C:14]([C:13]4[CH:30]=[CH:31][C:10]([CH2:9][NH:8][C:6](=[O:7])[O:5][C:1]([CH3:4])([CH3:3])[CH3:2])=[CH:11][CH:12]=4)=[O:15])=[CH:19][CH:20]=3)[CH2:60][C@H:56]2[O:55]1. The catalyst class is: 31.